Dataset: Peptide-MHC class I binding affinity with 185,985 pairs from IEDB/IMGT. Task: Regression. Given a peptide amino acid sequence and an MHC pseudo amino acid sequence, predict their binding affinity value. This is MHC class I binding data. (1) The binding affinity (normalized) is 0.0847. The MHC is HLA-A26:02 with pseudo-sequence HLA-A26:02. The peptide sequence is MQLPGGWLL. (2) The peptide sequence is FPFLYKFLL. The MHC is HLA-B44:02 with pseudo-sequence HLA-B44:02. The binding affinity (normalized) is 0.160. (3) The peptide sequence is FQWMGYELW. The MHC is HLA-B53:01 with pseudo-sequence HLA-B53:01. The binding affinity (normalized) is 0.822.